From a dataset of Full USPTO retrosynthesis dataset with 1.9M reactions from patents (1976-2016). Predict the reactants needed to synthesize the given product. (1) The reactants are: [Cl:1][C:2]1[CH:7]=[CH:6][C:5]([C:8]2[N:9]([CH2:23][C@H:24]([OH:29])[C:25]([F:28])([F:27])[F:26])[C:10](=[O:22])[N:11]([CH2:13][C:14]3[N:18]=[C:17]([CH:19]([OH:21])[CH3:20])[NH:16][N:15]=3)[N:12]=2)=[CH:4][CH:3]=1.[Cl:30][C:31]1[C:36]([Cl:37])=[CH:35][CH:34]=[CH:33][C:32]=1B(O)O.B(O)O. Given the product [Cl:1][C:2]1[CH:3]=[CH:4][C:5]([C:8]2[N:9]([CH2:23][C@H:24]([OH:29])[C:25]([F:26])([F:28])[F:27])[C:10](=[O:22])[N:11]([CH2:13][C:14]3[N:18]=[C:17]([CH:19]([OH:21])[CH3:20])[N:16]([C:35]4[CH:34]=[CH:33][CH:32]=[C:31]([Cl:30])[C:36]=4[Cl:37])[N:15]=3)[N:12]=2)=[CH:6][CH:7]=1, predict the reactants needed to synthesize it. (2) Given the product [Cl:6][C:7]1[N:8]=[CH:9][CH:10]=[C:11]([Cl:3])[C:12]=1[C:13]#[N:14], predict the reactants needed to synthesize it. The reactants are: P(Cl)(Cl)([Cl:3])=O.[Cl:6][C:7]1[NH:8][CH:9]=[CH:10][C:11](=O)[C:12]=1[C:13]#[N:14]. (3) Given the product [ClH:40].[ClH:40].[CH:34]1([C:18]2[N:17]=[N:16][C:15]([O:14][CH:11]3[CH2:10][CH2:9][NH:8][CH2:13][CH2:12]3)=[CH:20][C:19]=2[C:21]2[CH:26]=[CH:25][C:24]([O:27][CH:28]3[CH2:33][CH2:32][CH2:31][CH2:30][CH2:29]3)=[CH:23][CH:22]=2)[CH2:35][CH2:36][CH2:37][CH2:38][CH2:39]1, predict the reactants needed to synthesize it. The reactants are: C(OC([N:8]1[CH2:13][CH2:12][CH:11]([O:14][C:15]2[N:16]=[N:17][C:18]([CH:34]3[CH2:39][CH2:38][CH2:37][CH2:36][CH2:35]3)=[C:19]([C:21]3[CH:26]=[CH:25][C:24]([O:27][CH:28]4[CH2:33][CH2:32][CH2:31][CH2:30][CH2:29]4)=[CH:23][CH:22]=3)[CH:20]=2)[CH2:10][CH2:9]1)=O)(C)(C)C.[ClH:40]. (4) Given the product [CH:24]1([N:22]([CH3:23])[C:4]2[C:5]([CH3:21])=[C:6]([C:7]([NH:9][CH2:10][C:11]3[C:12](=[O:19])[NH:13][C:14]([CH3:18])=[CH:15][C:16]=3[CH3:17])=[O:8])[CH:20]=[C:2]([C:37]3[CH:38]=[CH:39][C:34]([CH2:33][N:31]([CH3:32])[CH3:30])=[CH:35][CH:36]=3)[CH:3]=2)[CH2:29][CH2:28][CH2:27][CH2:26][CH2:25]1, predict the reactants needed to synthesize it. The reactants are: Br[C:2]1[CH:3]=[C:4]([N:22]([CH:24]2[CH2:29][CH2:28][CH2:27][CH2:26][CH2:25]2)[CH3:23])[C:5]([CH3:21])=[C:6]([CH:20]=1)[C:7]([NH:9][CH2:10][C:11]1[C:12](=[O:19])[NH:13][C:14]([CH3:18])=[CH:15][C:16]=1[CH3:17])=[O:8].[CH3:30][N:31]([CH2:33][C:34]1[CH:39]=[CH:38][C:37](B(O)O)=[CH:36][CH:35]=1)[CH3:32].C([O-])([O-])=O.[Na+].[Na+]. (5) Given the product [CH2:31]([O:30][C:23]1[CH:22]=[CH:21][C:20]([N:19]2[CH2:12][CH2:11][CH2:10][CH2:9][CH2:8]2)=[CH:29][C:24]=1[C:25]([O:27][CH3:28])=[O:26])[C:32]1[CH:37]=[CH:36][CH:35]=[CH:34][CH:33]=1, predict the reactants needed to synthesize it. The reactants are: C(=O)([O-])[O-].[K+].[K+].Br[CH2:8][CH2:9][CH2:10][CH2:11][CH2:12]Br.CN(C)C=O.[NH2:19][C:20]1[CH:21]=[CH:22][C:23]([O:30][CH2:31][C:32]2[CH:37]=[CH:36][CH:35]=[CH:34][CH:33]=2)=[C:24]([CH:29]=1)[C:25]([O:27][CH3:28])=[O:26]. (6) Given the product [CH3:1][C:2]1[CH:3]=[C:4]([CH:7]=[CH:8][C:9]=1[N+:10]([O-:12])=[O:11])[CH2:5][N:24]1[C:25](=[O:26])[N:21]([C:18]2[CH:17]=[CH:16][C:15]([C:14]([F:13])([F:28])[F:27])=[CH:20][CH:19]=2)[N:22]=[N:23]1, predict the reactants needed to synthesize it. The reactants are: [CH3:1][C:2]1[CH:3]=[C:4]([CH:7]=[CH:8][C:9]=1[N+:10]([O-:12])=[O:11])[CH2:5]Cl.[F:13][C:14]([F:28])([F:27])[C:15]1[CH:20]=[CH:19][C:18]([N:21]2[C:25](=[O:26])[NH:24][N:23]=[N:22]2)=[CH:17][CH:16]=1.C(=O)([O-])[O-].[K+].[K+].O. (7) Given the product [C:1]([C:4]1[CH:9]=[CH:8][C:7]([N:10]=[N:11][C:12](=[C:16]2[C:25]3[C:20](=[CH:21][CH:22]=[CH:23][CH:24]=3)[CH2:19][C:18]([CH3:26])([CH3:27])[NH:17]2)[C:13]([N:29]([CH3:30])[CH3:28])=[O:14])=[CH:6][CH:5]=1)(=[O:3])[CH3:2], predict the reactants needed to synthesize it. The reactants are: [C:1]([C:4]1[CH:9]=[CH:8][C:7]([N:10]=[N:11][C:12](=[C:16]2[C:25]3[C:20](=[CH:21][CH:22]=[CH:23][CH:24]=3)[CH2:19][C:18]([CH3:27])([CH3:26])[NH:17]2)[C:13](O)=[O:14])=[CH:6][CH:5]=1)(=[O:3])[CH3:2].[CH3:28][NH:29][CH3:30].C1C=CC2N(O)N=NC=2C=1.CN(C(ON1N=NC2C=CC=CC1=2)=[N+](C)C)C.F[P-](F)(F)(F)(F)F.